From a dataset of Catalyst prediction with 721,799 reactions and 888 catalyst types from USPTO. Predict which catalyst facilitates the given reaction. (1) Reactant: CCCCCC.C([Li])CCC.Br[C:13]1[CH:18]=[CH:17][C:16]([Br:19])=[CH:15][N:14]=1.[CH2:20]1[O:30][C:23]2([CH2:28][CH2:27][C:26](=[O:29])[CH2:25][CH2:24]2)[O:22][CH2:21]1. Product: [Br:19][C:16]1[CH:17]=[CH:18][C:13]([C:26]2([OH:29])[CH2:27][CH2:28][C:23]3([O:30][CH2:20][CH2:21][O:22]3)[CH2:24][CH2:25]2)=[N:14][CH:15]=1. The catalyst class is: 451. (2) Reactant: [CH2:1]([N:10]1[CH2:15][CH2:14][NH:13][CH2:12][CH2:11]1)/[CH:2]=[CH:3]/[C:4]1[CH:9]=[CH:8][CH:7]=[CH:6][CH:5]=1.[O:16]([C:23]([O:25][CH2:26][C:27]([O:29][CH2:30][CH3:31])=[O:28])=O)C1C=CC=CC=1. Product: [C:4]1(/[CH:3]=[CH:2]/[CH2:1][N:10]2[CH2:15][CH2:14][N:13]([C:23]([O:25][CH2:26][C:27]([O:29][CH2:30][CH3:31])=[O:28])=[O:16])[CH2:12][CH2:11]2)[CH:9]=[CH:8][CH:7]=[CH:6][CH:5]=1. The catalyst class is: 11. (3) Reactant: [Br:1][C:2]1[CH:3]=[C:4]([CH2:9][NH:10][C:11]([C@@H:13]2[CH2:17][C@@H:16]([F:18])[CH2:15][N:14]2C(OC(C)(C)C)=O)=[O:12])[CH:5]=[C:6]([F:8])[CH:7]=1.Cl. Product: [Br:1][C:2]1[CH:3]=[C:4]([CH:5]=[C:6]([F:8])[CH:7]=1)[CH2:9][NH:10][C:11]([C@@H:13]1[CH2:17][C@@H:16]([F:18])[CH2:15][NH:14]1)=[O:12]. The catalyst class is: 12.